Dataset: Forward reaction prediction with 1.9M reactions from USPTO patents (1976-2016). Task: Predict the product of the given reaction. (1) The product is: [CH2:1]([N:8]([CH2:23][C:24]1[CH:29]=[CH:28][CH:27]=[CH:26][CH:25]=1)[C:9]1[CH:10]=[C:11]([C:16]2[O:22][N:19]=[CH:18][CH:17]=2)[CH:12]=[C:13]([F:15])[CH:14]=1)[C:2]1[CH:7]=[CH:6][CH:5]=[CH:4][CH:3]=1. Given the reactants [CH2:1]([N:8]([CH2:23][C:24]1[CH:29]=[CH:28][CH:27]=[CH:26][CH:25]=1)[C:9]1[CH:10]=[C:11]([C:16](=[O:22])/[CH:17]=[CH:18]/[N:19](C)C)[CH:12]=[C:13]([F:15])[CH:14]=1)[C:2]1[CH:7]=[CH:6][CH:5]=[CH:4][CH:3]=1.Cl.NO.N1C=CC=CC=1, predict the reaction product. (2) The product is: [I:1][C:2]1[CH:3]=[CH:4][C:5]([C:8]([CH3:19])([CH2:14][OH:15])[CH2:9][OH:10])=[CH:6][CH:7]=1. Given the reactants [I:1][C:2]1[CH:7]=[CH:6][C:5]([C:8]([CH3:19])([C:14](OCC)=[O:15])[C:9](OCC)=[O:10])=[CH:4][CH:3]=1.[H-].C([Al+]CC(C)C)C(C)C.[OH-].[Na+], predict the reaction product. (3) Given the reactants [CH3:1][C:2]1([CH3:28])[CH2:11][C:10]2[C:5](=[CH:6][CH:7]=[C:8]([C:12]([NH:14][S:15]([CH3:18])(=[O:17])=[O:16])=[O:13])[CH:9]=2)[NH:4][CH:3]1[C:19]1[CH:24]=[CH:23][CH:22]=[C:21]([N+:25]([O-])=O)[CH:20]=1, predict the reaction product. The product is: [NH2:25][C:21]1[CH:20]=[C:19]([CH:3]2[C:2]([CH3:1])([CH3:28])[CH2:11][C:10]3[C:5](=[CH:6][CH:7]=[C:8]([C:12]([NH:14][S:15]([CH3:18])(=[O:17])=[O:16])=[O:13])[CH:9]=3)[NH:4]2)[CH:24]=[CH:23][CH:22]=1. (4) Given the reactants [CH3:1][O:2][C:3]1[CH:8]=[CH:7][C:6]([NH2:9])=[CH:5][N:4]=1.C(O[CH:13]=[C:14]([C:20](=[O:24])[CH:21]([CH3:23])[CH3:22])[C:15]([O:17][CH2:18][CH3:19])=[O:16])C, predict the reaction product. The product is: [CH3:1][O:2][C:3]1[N:4]=[CH:5][C:6]([NH:9][CH:13]=[C:14]([C:20](=[O:24])[CH:21]([CH3:23])[CH3:22])[C:15]([O:17][CH2:18][CH3:19])=[O:16])=[CH:7][CH:8]=1.